Dataset: Full USPTO retrosynthesis dataset with 1.9M reactions from patents (1976-2016). Task: Predict the reactants needed to synthesize the given product. (1) Given the product [CH2:1]([O:3][C:4](=[O:16])[CH2:5][N:6]1[C:14]2[C:9](=[CH:10][CH:11]=[C:12]([O:15][CH2:24][CH2:23][C:22]3[N:18]([CH3:17])[N:19]=[C:20]([C:26]4[CH:27]=[CH:28][C:29]([O:32][C:33]([F:36])([F:35])[F:34])=[CH:30][CH:31]=4)[CH:21]=3)[CH:13]=2)[CH:8]=[CH:7]1)[CH3:2], predict the reactants needed to synthesize it. The reactants are: [CH2:1]([O:3][C:4](=[O:16])[CH2:5][N:6]1[C:14]2[C:9](=[CH:10][CH:11]=[C:12]([OH:15])[CH:13]=2)[CH:8]=[CH:7]1)[CH3:2].[CH3:17][N:18]1[C:22]([CH2:23][CH2:24]O)=[CH:21][C:20]([C:26]2[CH:31]=[CH:30][C:29]([O:32][C:33]([F:36])([F:35])[F:34])=[CH:28][CH:27]=2)=[N:19]1.N(C(OC(C)(C)C)=O)=NC(OC(C)(C)C)=O.C1(P(C2C=CC=CC=2)C2C=CC=CC=2)C=CC=CC=1. (2) The reactants are: [CH2:1]([O:3][C:4]([C:6]1[NH:7][C:8]2[C:13]([CH:14]=1)=[CH:12][C:11]([CH3:15])=[CH:10][CH:9]=2)=[O:5])[CH3:2].[C:16]([O:20][C:21]([N:23]1[CH2:27][C@H:26]([CH3:28])OS1(=O)=O)=[O:22])([CH3:19])([CH3:18])[CH3:17]. Given the product [CH2:1]([O:3][C:4]([C:6]1[N:7]([C@H:26]([CH3:28])[CH2:27][NH:23][C:21]([O:20][C:16]([CH3:19])([CH3:18])[CH3:17])=[O:22])[C:8]2[C:13]([CH:14]=1)=[CH:12][C:11]([CH3:15])=[CH:10][CH:9]=2)=[O:5])[CH3:2], predict the reactants needed to synthesize it. (3) Given the product [C:38]([CH2:37][N:17]1[CH:18]=[C:14]([CH2:13][N:11]2[CH:12]=[C:8]([C:7]3[CH:6]=[CH:5][C:4]([N:19]4[CH2:23][C@H:22]([CH2:24][NH:25][C:26](=[O:28])[CH3:27])[O:21][C:20]4=[O:29])=[CH:3][C:2]=3[F:1])[N:9]=[N:10]2)[N:15]=[CH:16]1)#[N:39], predict the reactants needed to synthesize it. The reactants are: [F:1][C:2]1[CH:3]=[C:4]([N:19]2[CH2:23][CH:22]([CH2:24][NH:25][C:26](=[O:28])[CH3:27])[O:21][C:20]2=[O:29])[CH:5]=[CH:6][C:7]=1[C:8]1[N:9]=[N:10][N:11]([CH2:13][C:14]2[N:15]=[CH:16][NH:17][CH:18]=2)[CH:12]=1.C(=O)([O-])[O-].[K+].[K+].Br[CH2:37][C:38]#[N:39].